The task is: Predict the reactants needed to synthesize the given product.. This data is from Full USPTO retrosynthesis dataset with 1.9M reactions from patents (1976-2016). (1) Given the product [Cl:1][C:2]1[C:11]([O:12][CH:13]([CH3:14])[CH3:15])=[CH:10][C:5]([C:6]([OH:8])=[O:7])=[CH:4][C:3]=1[O:16][CH:17]([CH3:19])[CH3:18], predict the reactants needed to synthesize it. The reactants are: [Cl:1][C:2]1[C:11]([O:12][CH:13]([CH3:15])[CH3:14])=[CH:10][C:5]([C:6]([O:8]C)=[O:7])=[CH:4][C:3]=1[O:16][CH:17]([CH3:19])[CH3:18].[OH-].[Na+].Cl. (2) Given the product [Br:1][C:2]1[N:7]=[C:6]2[C:8]([I:11])=[CH:9][NH:10][C:5]2=[N:4][CH:3]=1, predict the reactants needed to synthesize it. The reactants are: [Br:1][C:2]1[N:7]=[C:6]2[CH:8]=[CH:9][NH:10][C:5]2=[N:4][CH:3]=1.[I:11]N1C(=O)CCC1=O. (3) Given the product [Br:1][C:2]1[S:14][C:13]2[C:12]3[CH:11]=[CH:10][C:9]([C:15]([OH:17])=[O:16])=[CH:8][C:7]=3[NH:6][C:5](=[O:19])[C:4]=2[CH:3]=1, predict the reactants needed to synthesize it. The reactants are: [Br:1][C:2]1[S:14][C:13]2[C:12]3[CH:11]=[CH:10][C:9]([C:15]([O:17]C)=[O:16])=[CH:8][C:7]=3[NH:6][C:5](=[O:19])[C:4]=2[CH:3]=1.CO.C1COCC1.O.[Li+].[OH-].Cl. (4) Given the product [CH2:1]([O:5][CH2:6][C@@H:7]([NH:12][C:13]([C@H:15]1[O:17][C@@H:16]1[C:18]([O-:20])=[O:19])=[O:14])[CH2:8][CH:9]([CH3:11])[CH3:10])[CH:2]([CH3:3])[CH3:4].[Na+:24], predict the reactants needed to synthesize it. The reactants are: [CH2:1]([O:5][CH2:6][C@@H:7]([NH:12][C:13]([C@H:15]1[O:17][C@@H:16]1[C:18]([O:20]CC)=[O:19])=[O:14])[CH2:8][CH:9]([CH3:11])[CH3:10])[CH:2]([CH3:4])[CH3:3].[OH-].[Na+:24].